The task is: Predict the reactants needed to synthesize the given product.. This data is from Retrosynthesis with 50K atom-mapped reactions and 10 reaction types from USPTO. (1) Given the product O=C(O)c1coc(CN2C(=O)C3(COc4cc5c(cc43)OCO5)c3ccccc32)n1, predict the reactants needed to synthesize it. The reactants are: COC(=O)c1coc(CN2C(=O)C3(COc4cc5c(cc43)OCO5)c3ccccc32)n1. (2) The reactants are: CC(C)(C)OC(=O)OC(=O)OC(C)(C)C.Cn1ncc2cc(Oc3ccc([N+](=O)[O-])cc3F)c(-c3cn[nH]c3)cc21. Given the product Cn1ncc2cc(Oc3ccc([N+](=O)[O-])cc3F)c(-c3cnn(C(=O)OC(C)(C)C)c3)cc21, predict the reactants needed to synthesize it. (3) Given the product CCNC(=O)c1cccc(-n2c(=O)c(Cc3ccccc3)nc3cccnc32)c1, predict the reactants needed to synthesize it. The reactants are: CCN.O=C(O)c1cccc(-n2c(=O)c(Cc3ccccc3)nc3cccnc32)c1. (4) Given the product CCNC(=O)Nc1sc2c(c1C(=O)N1CCC(N3CCCC4(C3)SC(=O)N(CC)C4=O)CC1)CCCC2=O, predict the reactants needed to synthesize it. The reactants are: CCN1C(=O)SC2(CCCN(C3CCN(C(=O)c4c(N)sc5c4CCCC5=O)CC3)C2)C1=O.CCN=C=O. (5) Given the product NNc1cc(C(F)(F)F)c(Cl)cn1, predict the reactants needed to synthesize it. The reactants are: FC(F)(F)c1cc(Cl)ncc1Cl.NN. (6) Given the product CC(=O)Nc1nc(-c2ccco2)c2sccc2n1, predict the reactants needed to synthesize it. The reactants are: CC(=O)Cl.Nc1nc(-c2ccco2)c2sccc2n1. (7) Given the product Cn1ccc2cncc(Br)c21, predict the reactants needed to synthesize it. The reactants are: Brc1cncc2cc[nH]c12.CI. (8) Given the product COC(=O)CCC(=O)c1ccc(SC)cc1, predict the reactants needed to synthesize it. The reactants are: COC(=O)CCC(=O)Cl.CSc1ccccc1. (9) Given the product CC(C)c1ccc(C(=O)NCc2cccs2)cc1, predict the reactants needed to synthesize it. The reactants are: C=O.CC(C)c1ccc(C(N)=O)cc1.c1ccsc1.